This data is from Reaction yield outcomes from USPTO patents with 853,638 reactions. The task is: Predict the reaction yield, written as a fraction of the theoretical maximum amount of product (1.0 means a 100% yield; for example, 0.34 means a 34% yield). (1) The reactants are [CH3:1][O:2][CH2:3][CH:4]([NH:6][C:7]([C:9]1[CH:10]=[C:11]([C:22]2[CH:27]=[CH:26][C:25]([CH3:28])=[CH:24][CH:23]=2)[CH:12]=[C:13]([C:15](=[S:21])[CH:16]=[CH:17][N:18](C)C)[CH:14]=1)=[O:8])[CH3:5].C(O)C.CO.OOS(N)(=O)=O. The catalyst is N1C=CC=CC=1. The product is [CH3:1][O:2][CH2:3][CH:4]([NH:6][C:7]([C:9]1[CH:10]=[C:11]([C:22]2[CH:27]=[CH:26][C:25]([CH3:28])=[CH:24][CH:23]=2)[CH:12]=[C:13]([C:15]2[S:21][N:18]=[CH:17][CH:16]=2)[CH:14]=1)=[O:8])[CH3:5]. The yield is 0.500. (2) The reactants are [Br:1][C:2]1[CH:3]=[C:4]([CH:8]([NH2:10])[CH3:9])[CH:5]=[CH:6][CH:7]=1.F[C:12]1[CH:17]=[C:16]([F:18])[CH:15]=[CH:14][C:13]=1[N+:19]([O-:21])=[O:20].C(N(CC)C(C)C)(C)C. The catalyst is C(#N)C. The yield is 0.740. The product is [Br:1][C:2]1[CH:3]=[C:4]([CH:8]([NH:10][C:12]2[CH:17]=[C:16]([F:18])[CH:15]=[CH:14][C:13]=2[N+:19]([O-:21])=[O:20])[CH3:9])[CH:5]=[CH:6][CH:7]=1. (3) The reactants are [CH3:1][S:2]([NH:5][C:6]1[CH:15]=[CH:14][C:13]([C:16]([F:19])([F:18])[F:17])=[CH:12][C:7]=1[C:8]([O:10]C)=[O:9])(=[O:4])=[O:3].[OH-].[Li+].Cl. The catalyst is C1COCC1.O. The product is [CH3:1][S:2]([NH:5][C:6]1[CH:15]=[CH:14][C:13]([C:16]([F:17])([F:18])[F:19])=[CH:12][C:7]=1[C:8]([OH:10])=[O:9])(=[O:4])=[O:3]. The yield is 0.730. (4) The reactants are COC1C=C(OC)C=CC=1C[N:6]([C:32]1[CH:37]=[CH:36][N:35]=[CH:34][N:33]=1)[S:7]([C:10]1[CH:15]=[C:14]([F:16])[C:13]([O:17][C@H:18]2[CH2:22][C@H:21]([O:23][CH3:24])[CH2:20][C@@H:19]2[C:25]2[N:29]([CH3:30])[N:28]=[CH:27][CH:26]=2)=[CH:12][C:11]=1[F:31])(=[O:9])=[O:8].C([SiH](CC)CC)C.FC(F)(F)C(O)=O. The catalyst is ClCCl. The product is [F:31][C:11]1[CH:12]=[C:13]([O:17][C@H:18]2[CH2:22][C@H:21]([O:23][CH3:24])[CH2:20][C@@H:19]2[C:25]2[N:29]([CH3:30])[N:28]=[CH:27][CH:26]=2)[C:14]([F:16])=[CH:15][C:10]=1[S:7]([NH:6][C:32]1[CH:37]=[CH:36][N:35]=[CH:34][N:33]=1)(=[O:8])=[O:9]. The yield is 0.810. (5) The reactants are [NH:1]([C:3]1[CH:8]=[C:7]([C:9]#[N:10])[CH:6]=[CH:5][N:4]=1)[NH2:2].[ClH:11]. The catalyst is CCOC(C)=O. The product is [ClH:11].[NH:1]([C:3]1[CH:8]=[C:7]([C:9]#[N:10])[CH:6]=[CH:5][N:4]=1)[NH2:2]. The yield is 0.950.